This data is from Reaction yield outcomes from USPTO patents with 853,638 reactions. The task is: Predict the reaction yield, written as a fraction of the theoretical maximum amount of product (1.0 means a 100% yield; for example, 0.34 means a 34% yield). The reactants are [F:1][C:2]1[CH:3]=[C:4]([CH:8]=[CH:9][C:10]=1[OH:11])[C:5]([OH:7])=[O:6].S(=O)(=O)(O)O.[CH2:17](O)[CH3:18]. No catalyst specified. The product is [CH2:17]([O:6][C:5](=[O:7])[C:4]1[CH:8]=[CH:9][C:10]([OH:11])=[C:2]([F:1])[CH:3]=1)[CH3:18]. The yield is 0.850.